This data is from Full USPTO retrosynthesis dataset with 1.9M reactions from patents (1976-2016). The task is: Predict the reactants needed to synthesize the given product. (1) The reactants are: [NH2:1][C@H:2]1[CH2:7][CH2:6][C@H:5]([CH2:8][C:9]([NH:11][C@H:12]2[CH2:17][C:16]3[CH:18]=[CH:19][CH:20]=[C:21]([C:22]([OH:24])=[O:23])[C:15]=3[O:14][B:13]2[OH:25])=[O:10])[CH2:4][CH2:3]1.Br[CH2:27][C:28]([O:30]CC)=[O:29].[OH-].[Na+]. Given the product [C:28]([CH2:27][NH:1][C@H:2]1[CH2:7][CH2:6][C@H:5]([CH2:8][C:9]([NH:11][C@H:12]2[CH2:17][C:16]3[CH:18]=[CH:19][CH:20]=[C:21]([C:22]([OH:24])=[O:23])[C:15]=3[O:14][B:13]2[OH:25])=[O:10])[CH2:4][CH2:3]1)([OH:30])=[O:29], predict the reactants needed to synthesize it. (2) Given the product [C:17]12([CH2:16][NH:15][C:14]([C:10]3[N:9]4[CH:28]=[C:6]([CH2:5][CH2:4][OH:3])[N:7]=[C:8]4[CH:13]=[CH:12][CH:11]=3)=[O:27])[CH2:24][CH:23]3[CH2:25][CH:19]([CH2:20][CH:21]([CH2:22]3)[CH2:26]1)[CH2:18]2, predict the reactants needed to synthesize it. The reactants are: C([O:3][C:4](=O)[CH2:5][C:6]1[N:7]=[C:8]2[CH:13]=[CH:12][CH:11]=[C:10]([C:14](=[O:27])[NH:15][CH2:16][C:17]34[CH2:26][CH:21]5[CH2:22][CH:23]([CH2:25][CH:19]([CH2:20]5)[CH2:18]3)[CH2:24]4)[N:9]2[CH:28]=1)C.[Li+].[BH4-]. (3) Given the product [F:13][C:8]1[CH:9]=[CH:10][CH:11]=[CH:12][C:7]=1[C:4]1[CH:3]=[N:16][N:15]([C:17]2[CH:18]=[C:19]([CH:23]=[CH:24][CH:25]=2)[C:20]([OH:22])=[O:21])[CH:5]=1, predict the reactants needed to synthesize it. The reactants are: CN(C)[CH:3]=[C:4]([C:7]1[CH:12]=[CH:11][CH:10]=[CH:9][C:8]=1[F:13])[CH:5]=O.[NH:15]([C:17]1[CH:18]=[C:19]([CH:23]=[CH:24][CH:25]=1)[C:20]([OH:22])=[O:21])[NH2:16]. (4) The reactants are: [CH3:1][C:2]1[C:3](=[O:19])[NH:4][C:5]([CH3:18])=[CH:6][C:7]=1[O:8][CH2:9][C:10]1[CH:17]=[CH:16][CH:15]=[CH:14][C:11]=1[C:12]#[N:13].[H-].[Na+].[CH3:22][O:23][C:24]1[CH:31]=[CH:30][C:27]([CH2:28]Cl)=[CH:26][CH:25]=1. Given the product [CH3:22][O:23][C:24]1[CH:31]=[CH:30][C:27]([CH2:28][N:4]2[C:5]([CH3:18])=[CH:6][C:7]([O:8][CH2:9][C:10]3[CH:17]=[CH:16][CH:15]=[CH:14][C:11]=3[C:12]#[N:13])=[C:2]([CH3:1])[C:3]2=[O:19])=[CH:26][CH:25]=1, predict the reactants needed to synthesize it. (5) Given the product [Br:1][C:2]1[N:3]=[C:4]([C:8]#[CH:10])[N:5]([CH3:7])[CH:6]=1, predict the reactants needed to synthesize it. The reactants are: [Br:1][C:2]1[N:3]=[C:4]([CH:8]=O)[N:5]([CH3:7])[CH:6]=1.[C:10](=O)([O-])[O-].[K+].[K+].[N+](=C(P(=O)(OC)OC)C(=O)C)=[N-]. (6) The reactants are: [NH2:1][C@@H:2]1[C:5](=[O:6])[NH:4][C@@H:3]1[CH2:7][N:8]1[N:12]=[C:11]([CH2:13][N:14]([C:22]([N:31]2[CH2:34][CH:33]([CH2:35][NH:36][C:37]([O:39][C:40]([CH3:43])([CH3:42])[CH3:41])=[O:38])[CH2:32]2)=[N:23][C:24]([O:26][C:27]([CH3:30])([CH3:29])[CH3:28])=[O:25])[C:15](=[O:21])[O:16][C:17]([CH3:20])([CH3:19])[CH3:18])[CH:10]=[N:9]1.[CH:44]([O:57][C:58]([C:60]1([O:63]/[N:64]=[C:65](/[C:69]2[N:70]=[C:71]([NH:74][C:75]([O:77][C:78]([CH3:81])([CH3:80])[CH3:79])=[O:76])[S:72][CH:73]=2)\[C:66](O)=[O:67])[CH2:62][CH2:61]1)=[O:59])([C:51]1[CH:56]=[CH:55][CH:54]=[CH:53][CH:52]=1)[C:45]1[CH:50]=[CH:49][CH:48]=[CH:47][CH:46]=1.CN(C(ON1N=NC2C=CC=NC1=2)=[N+](C)C)C.F[P-](F)(F)(F)(F)F.CCN(C(C)C)C(C)C. Given the product [C:17]([O:16][C:15]([N:14]([CH2:13][C:11]1[CH:10]=[N:9][N:8]([CH2:7][C@@H:3]2[C@H:2]([NH:1][C:66](=[O:67])/[C:65](=[N:64]\[O:63][C:60]3([C:58]([O:57][CH:44]([C:45]4[CH:50]=[CH:49][CH:48]=[CH:47][CH:46]=4)[C:51]4[CH:56]=[CH:55][CH:54]=[CH:53][CH:52]=4)=[O:59])[CH2:62][CH2:61]3)/[C:69]3[N:70]=[C:71]([NH:74][C:75]([O:77][C:78]([CH3:81])([CH3:80])[CH3:79])=[O:76])[S:72][CH:73]=3)[C:5](=[O:6])[NH:4]2)[N:12]=1)[C:22]([N:31]1[CH2:34][CH:33]([CH2:35][NH:36][C:37]([O:39][C:40]([CH3:43])([CH3:42])[CH3:41])=[O:38])[CH2:32]1)=[N:23][C:24]([O:26][C:27]([CH3:29])([CH3:30])[CH3:28])=[O:25])=[O:21])([CH3:20])([CH3:18])[CH3:19], predict the reactants needed to synthesize it. (7) The reactants are: [NH2:1][C:2]1[N:3]([CH3:26])[C:4](=[O:25])[C:5]([C:17]2[CH:18]=[C:19]([CH:22]=[CH:23][CH:24]=2)[CH:20]=O)([C:7]2[CH:12]=[CH:11][C:10]([O:13][CH:14]([F:16])[F:15])=[CH:9][CH:8]=2)[N:6]=1.[CH2:27]([NH2:29])[CH3:28].[BH4-].[Na+].[OH-].[Na+]. Given the product [NH2:1][C:2]1[N:3]([CH3:26])[C:4](=[O:25])[C:5]([C:7]2[CH:8]=[CH:9][C:10]([O:13][CH:14]([F:15])[F:16])=[CH:11][CH:12]=2)([C:17]2[CH:24]=[CH:23][CH:22]=[C:19]([CH2:20][NH:29][CH2:27][CH3:28])[CH:18]=2)[N:6]=1, predict the reactants needed to synthesize it.